Dataset: Full USPTO retrosynthesis dataset with 1.9M reactions from patents (1976-2016). Task: Predict the reactants needed to synthesize the given product. Given the product [O:1]=[C:2]1[NH:3][C:4]2[CH:27]=[CH:26][CH:25]=[CH:24][C:5]=2[CH2:6][CH2:7][N:8]1[CH:9]1[CH2:14][CH2:13][N:12]([C:15]2[N:20]=[CH:19][N:18]=[C:17]([C:21]([N:28]3[C:38]4[C:39]5[CH:30]([CH2:31][C:32](=[O:40])[NH:33][C:34]=5[CH:35]=[CH:36][CH:37]=4)[CH2:29]3)=[O:22])[CH:16]=2)[CH2:11][CH2:10]1, predict the reactants needed to synthesize it. The reactants are: [O:1]=[C:2]1[N:8]([CH:9]2[CH2:14][CH2:13][N:12]([C:15]3[N:20]=[CH:19][N:18]=[C:17]([C:21](O)=[O:22])[CH:16]=3)[CH2:11][CH2:10]2)[CH2:7][CH2:6][C:5]2[CH:24]=[CH:25][CH:26]=[CH:27][C:4]=2[NH:3]1.[NH:28]1[C:38]2[C:39]3[CH:30]([CH2:31][C:32](=[O:40])[NH:33][C:34]=3[CH:35]=[CH:36][CH:37]=2)[CH2:29]1.CN(C(ON1N=NC2C=CC=CC1=2)=[N+](C)C)C.[B-](F)(F)(F)F.